From a dataset of Merck oncology drug combination screen with 23,052 pairs across 39 cell lines. Regression. Given two drug SMILES strings and cell line genomic features, predict the synergy score measuring deviation from expected non-interaction effect. (1) Drug 1: N#Cc1ccc(Cn2cncc2CN2CCN(c3cccc(Cl)c3)C(=O)C2)cc1. Drug 2: CC(C)CC(NC(=O)C(Cc1ccccc1)NC(=O)c1cnccn1)B(O)O. Cell line: UWB1289. Synergy scores: synergy=-16.2. (2) Drug 1: COC12C(COC(N)=O)C3=C(C(=O)C(C)=C(N)C3=O)N1CC1NC12. Drug 2: CC1(c2nc3c(C(N)=O)cccc3[nH]2)CCCN1. Cell line: A2780. Synergy scores: synergy=4.15. (3) Drug 1: CCC1=CC2CN(C1)Cc1c([nH]c3ccccc13)C(C(=O)OC)(c1cc3c(cc1OC)N(C)C1C(O)(C(=O)OC)C(OC(C)=O)C4(CC)C=CCN5CCC31C54)C2. Drug 2: C#Cc1cccc(Nc2ncnc3cc(OCCOC)c(OCCOC)cc23)c1. Cell line: SKOV3. Synergy scores: synergy=34.9. (4) Drug 1: O=S1(=O)NC2(CN1CC(F)(F)F)C1CCC2Cc2cc(C=CCN3CCC(C(F)(F)F)CC3)ccc2C1. Drug 2: O=C(NOCC(O)CO)c1ccc(F)c(F)c1Nc1ccc(I)cc1F. Cell line: NCIH460. Synergy scores: synergy=0.478.